From a dataset of Catalyst prediction with 721,799 reactions and 888 catalyst types from USPTO. Predict which catalyst facilitates the given reaction. The catalyst class is: 5. Product: [OH:12][C:5]1[C:6]([CH3:11])=[CH:7][C:8]([I:10])=[CH:9][C:4]=1[C:3]([NH:15][OH:16])=[O:2]. Reactant: C[O:2][C:3](=O)[C:4]1[CH:9]=[C:8]([I:10])[CH:7]=[C:6]([CH3:11])[C:5]=1[OH:12].Cl.[NH2:15][OH:16].[OH-].[K+].C(O)(=O)C.